Dataset: Forward reaction prediction with 1.9M reactions from USPTO patents (1976-2016). Task: Predict the product of the given reaction. (1) Given the reactants [CH3:1][C:2]1[CH:10]=[CH:9][CH:8]=[C:7]2[C:3]=1[CH:4]=[CH:5][N:6]2[C@@H:11]1[O:28][C@H:27]([CH2:29][O:30][C:31](=[O:33])[CH3:32])[C@@H:22]([O:23][C:24](=[O:26])[CH3:25])[C@H:17]([O:18][C:19](=[O:21])[CH3:20])[C@H:12]1[O:13][C:14](=[O:16])[CH3:15].[Br:34][C:35]1[S:39][C:38]([C:40](Cl)=[O:41])=[CH:37][CH:36]=1, predict the reaction product. The product is: [CH3:1][C:2]1[CH:10]=[CH:9][CH:8]=[C:7]2[C:3]=1[C:4]([C:40]([C:38]1[S:39][C:35]([Br:34])=[CH:36][CH:37]=1)=[O:41])=[CH:5][N:6]2[C@@H:11]1[O:28][C@H:27]([CH2:29][O:30][C:31](=[O:33])[CH3:32])[C@@H:22]([O:23][C:24](=[O:26])[CH3:25])[C@H:17]([O:18][C:19](=[O:21])[CH3:20])[C@H:12]1[O:13][C:14](=[O:16])[CH3:15]. (2) The product is: [CH3:5][C:6]1[S:10][C:9]([C:11]([CH:12]([CH2:20][C:21]([O:23][CH2:24][CH3:25])=[O:22])[C:13]([O:15][CH2:16][CH3:17])=[O:14])=[O:18])=[CH:8][CH:7]=1. Given the reactants C([O-])C.[Na+].[CH3:5][C:6]1[S:10][C:9]([C:11](=[O:18])[CH2:12][C:13]([O:15][CH2:16][CH3:17])=[O:14])=[CH:8][CH:7]=1.Br[CH2:20][C:21]([O:23][CH2:24][CH3:25])=[O:22].O, predict the reaction product. (3) Given the reactants [O:1]1[C:5]2([CH2:10][CH2:9][CH:8](/[CH:11]=[N:12]/[S:13]([C:15]([CH3:18])([CH3:17])[CH3:16])=[O:14])[CH2:7][CH2:6]2)[O:4][CH2:3][CH2:2]1.[Cl-].[CH2:20]1COC[CH2:21]1, predict the reaction product. The product is: [O:1]1[C:5]2([CH2:6][CH2:7][CH:8]([CH:11]([NH:12][S:13]([C:15]([CH3:18])([CH3:17])[CH3:16])=[O:14])[CH:20]=[CH2:21])[CH2:9][CH2:10]2)[O:4][CH2:3][CH2:2]1. (4) The product is: [C:2]1([CH:8]2[CH2:9][CH2:10][N:11]([CH2:14][C:15]3[S:19][C:18]([NH:20][C:27](=[O:29])[CH3:28])=[N:17][CH:16]=3)[CH2:12][CH2:13]2)[CH:3]=[CH:4][CH:5]=[CH:6][CH:7]=1. Given the reactants Cl.[C:2]1([CH:8]2[CH2:13][CH2:12][N:11]([CH2:14][C:15]3[S:19][C:18]([NH2:20])=[N:17][CH:16]=3)[CH2:10][CH2:9]2)[CH:7]=[CH:6][CH:5]=[CH:4][CH:3]=1.N1C=CC=CC=1.[C:27](Cl)(=[O:29])[CH3:28], predict the reaction product. (5) The product is: [Cl:1][C:2]1[CH:7]=[CH:6][C:5]([N:8]2[C:12]([C:18]3[CH:19]=[C:20]([CH2:22][O:23][C@H:24]([CH3:29])[C:25]([F:28])([F:27])[F:26])[CH:21]=[C:16]([F:15])[CH:17]=3)=[CH:11][C:10]([NH2:14])=[N:9]2)=[CH:4][CH:3]=1. Given the reactants [Cl:1][C:2]1[CH:7]=[CH:6][C:5]([N:8]2[C:12](I)=[CH:11][C:10]([NH2:14])=[N:9]2)=[CH:4][CH:3]=1.[F:15][C:16]1[CH:17]=[C:18](B2OC(C)(C)C(C)(C)O2)[CH:19]=[C:20]([CH2:22][O:23][C@H:24]([CH3:29])[C:25]([F:28])([F:27])[F:26])[CH:21]=1.C(=O)([O-])[O-].[Na+].[Na+].C1(P(C2CCCCC2)C2CCCCC2)CCCCC1, predict the reaction product. (6) Given the reactants Cl[CH2:2][CH2:3][C:4]1[CH:5]=[C:6]2[C:10](=[CH:11][C:12]=1[Cl:13])[NH:9][C:8](=[O:14])[CH2:7]2.[N:15]1([C:21]2[C:25]3[CH:26]=[CH:27][CH:28]=[CH:29][C:24]=3[S:23][N:22]=2)[CH2:20][CH2:19][NH:18][CH2:17][CH2:16]1.C(=O)([O-])[O-].[Na+].[Na+].[I-].[Na+], predict the reaction product. The product is: [CH:27]1[CH:28]=[CH:29][C:24]2[S:23][N:22]=[C:21]([N:15]3[CH2:16][CH2:17][N:18]([CH2:2][CH2:3][C:4]4[CH:5]=[C:6]5[CH2:7][C:8](=[O:14])[NH:9][C:10]5=[CH:11][C:12]=4[Cl:13])[CH2:19][CH2:20]3)[C:25]=2[CH:26]=1.